From a dataset of Drug-target binding data from BindingDB using Ki measurements. Regression. Given a target protein amino acid sequence and a drug SMILES string, predict the binding affinity score between them. We predict pKi (pKi = -log10(Ki in M); higher means stronger inhibition). Dataset: bindingdb_ki. (1) The small molecule is COc1ccccc1N1CCN(CCCCn2ncc(=O)n(C)c2=O)CC1. The target protein sequence is MEICLKIEAANGSSDGLNFNPMKEYMILSGPQKIAIAVLCTLLGLLSALENLVVLYLIGSSHRLRKKPSYLFIGSLAGADFLASVVFASSFVHFHVFDGVDSKAVFLLKIGSVTLTFTASLGSLLLTAIDRYLCLRYPPTYKALLTRRRALVTLGIMWVLAALVSYLPLMGWTCCPRPCSELFPLIPNDYLLGWLLFIAALFAGIIYTYAHVLWKAHQHVASLAEHRDRHLSGIARMRLDVRLAKTLGMLLAVLFIFWFPVLALMVYSLGARLSDQVKKVFAFCSLLCLVNSMVNPIIYALRSGEIRSSAHHRLARWKKCVRGLGPEGKGEIPRSSVTETEADVKTTPGLDSRELSWPDEL. The pKi is 5.0. (2) The compound is Nc1nc(N2C[C@@H]3C[C@H]2CN3)c2oc3ccc(C(F)(F)F)cc3c2n1. The target protein (Q9H3N8) has sequence MPDTNSTINLSLSTRVTLAFFMSLVAFAIMLGNALVILAFVVDKNLRHRSSYFFLNLAISDFFVGVISIPLYIPHTLFEWDFGKEICVFWLTTDYLLCTASVYNIVLISYDRYLSVSNAVSYRTQHTGVLKIVTLMVAVWVLAFLVNGPMILVSESWKDEGSECEPGFFSEWYILAITSFLEFVIPVILVAYFNMNIYWSLWKRDHLSRCQSHPGLTAVSSNICGHSFRGRLSSRRSLSASTEVPASFHSERQRRKSSLMFSSRTKMNSNTIASKMGSFSQSDSVALHQREHVELLRARRLAKSLAILLGVFAVCWAPYSLFTIVLSFYSSATGPKSVWYRIAFWLQWFNSFVNPLLYPLCHKRFQKAFLKIFCIKKQPLPSQHSRSVSS. The pKi is 6.6.